This data is from Forward reaction prediction with 1.9M reactions from USPTO patents (1976-2016). The task is: Predict the product of the given reaction. Given the reactants [O:1]=[C:2]1[C:7]2[CH:8]=[CH:9][CH:10]=[CH:11][C:6]=2[S:5][C:4]([C:12]2[N:17]=[CH:16][C:15]([CH2:18][CH2:19][C:20]([O:22]C(C)(C)C)=[O:21])=[CH:14][CH:13]=2)=[N:3]1.C(OC(C)C)(C)C, predict the reaction product. The product is: [O:1]=[C:2]1[C:7]2[CH:8]=[CH:9][CH:10]=[CH:11][C:6]=2[S:5][C:4]([C:12]2[N:17]=[CH:16][C:15]([CH2:18][CH2:19][C:20]([OH:22])=[O:21])=[CH:14][CH:13]=2)=[N:3]1.